Dataset: Full USPTO retrosynthesis dataset with 1.9M reactions from patents (1976-2016). Task: Predict the reactants needed to synthesize the given product. (1) Given the product [CH3:15][O:14][N:13]=[C:11]1[CH2:10][C@@H:9]([C:16]2[O:18][N:37]=[C:36]([C@@H:38]3[CH2:43][CH2:42][CH2:41][CH2:40][C@H:39]3[OH:44])[N:35]=2)[N:8]([C:6]([C:31]2[CH:30]=[CH:29][C:28]([C:19]3[CH:20]=[CH:21][CH:22]=[CH:23][CH:24]=3)=[CH:33][CH:32]=2)=[O:7])[CH2:12]1, predict the reactants needed to synthesize it. The reactants are: C(O[C:6]([N:8]1[CH2:12][C:11](=[N:13][O:14][CH3:15])[CH2:10][C@H:9]1[C:16]([OH:18])=O)=[O:7])(C)(C)C.[C:19]1([C:28]2[CH:33]=[CH:32][CH:31]=[CH:30][CH:29]=2)[CH:24]=[CH:23][C:22](C(Cl)=O)=[CH:21][CH:20]=1.O[N:35]=[C:36]([C@@H:38]1[CH2:43][CH2:42][CH2:41][CH2:40][C@H:39]1[OH:44])[NH2:37].NC(=NO)C1CCN(C(OC(C)(C)C)=O)CC1. (2) The reactants are: [Cl:1][C:2]1[N:10]=[C:9]2[C:5]([N:6]=[C:7]([CH2:13][N:14]3[CH2:19][CH2:18][N:17]([C:20](C)(C)[C:21](N)=[O:22])[CH2:16][CH2:15]3)[N:8]2[CH2:11][CH3:12])=[C:4]([N:26]2[CH2:31][CH2:30][O:29][CH2:28][CH2:27]2)[N:3]=1.[CH2:32]1[C@H]2CNCCN2CCO1. Given the product [Cl:1][C:2]1[N:10]=[C:9]2[C:5]([N:6]=[C:7]([CH2:13][N:14]3[CH2:15][CH2:16][N:17]4[C@@H:18]([CH2:32][O:22][CH2:21][CH2:20]4)[CH2:19]3)[N:8]2[CH2:11][CH3:12])=[C:4]([N:26]2[CH2:27][CH2:28][O:29][CH2:30][CH2:31]2)[N:3]=1, predict the reactants needed to synthesize it.